Dataset: Forward reaction prediction with 1.9M reactions from USPTO patents (1976-2016). Task: Predict the product of the given reaction. (1) Given the reactants Cl.O1CCOCC1.[C:8]([C:10]1[N:11]=[CH:12][C:13]2[CH:18]=[C:17]([CH2:19][N:20]3[CH2:25][CH2:24][N:23](C(O)=O)[CH2:22][CH2:21]3)[N:16]([CH2:29][C:30]([CH3:33])([CH3:32])[CH3:31])[C:14]=2[N:15]=1)#[N:9], predict the reaction product. The product is: [CH3:31][C:30]([CH3:33])([CH3:32])[CH2:29][N:16]1[C:14]2[N:15]=[C:10]([C:8]#[N:9])[N:11]=[CH:12][C:13]=2[CH:18]=[C:17]1[CH2:19][N:20]1[CH2:25][CH2:24][NH:23][CH2:22][CH2:21]1. (2) The product is: [NH2:6][C:7]1[N:12]=[C:11]([NH2:13])[C:10]([CH2:14][C:15]2[CH:23]=[C:22]3[C:18]([C:19]([CH:35]=[O:36])=[CH:20][N:21]3[CH2:24][CH3:25])=[C:17]([O:26][S:27]([CH:30]([CH3:31])[CH3:32])(=[O:29])=[O:28])[CH:16]=2)=[CH:9][N:8]=1. Given the reactants P(Cl)(Cl)(Cl)=O.[NH2:6][C:7]1[N:12]=[C:11]([NH2:13])[C:10]([CH2:14][C:15]2[CH:23]=[C:22]3[C:18]([CH:19]=[CH:20][N:21]3[CH2:24][CH3:25])=[C:17]([O:26][S:27]([CH:30]([CH3:32])[CH3:31])(=[O:29])=[O:28])[CH:16]=2)=[CH:9][N:8]=1.CN(C)[CH:35]=[O:36], predict the reaction product. (3) Given the reactants [Cl:1][C:2]1[C:7]([NH:8][C:9]2[C:18]3[C:13](=[CH:14][C:15]([O:21][CH3:22])=[C:16]([O:19][CH3:20])[CH:17]=3)[N:12]=[CH:11][C:10]=2[C:23]#[N:24])=[C:6]2[O:25][CH2:26][O:27][C:5]2=[C:4](I)[CH:3]=1.[CH2:29]([O:32][CH3:33])[C:30]#[CH:31].C(NC(C)C)(C)C, predict the reaction product. The product is: [C:23]([C:10]1[CH:11]=[N:12][C:13]2[C:18]([C:9]=1[NH:8][C:7]1[C:2]([Cl:1])=[CH:3][C:4]([C:31]#[C:30][CH2:29][O:32][CH3:33])=[C:5]3[O:27][CH2:26][O:25][C:6]=13)=[CH:17][C:16]([O:19][CH3:20])=[C:15]([O:21][CH3:22])[CH:14]=2)#[N:24].